This data is from Full USPTO retrosynthesis dataset with 1.9M reactions from patents (1976-2016). The task is: Predict the reactants needed to synthesize the given product. (1) Given the product [CH:17]1([NH:18][C:19]([C:20]2[CH:21]=[C:22]([C:2]3[CH:7]=[CH:6][C:5]([C:8]4[O:12][N:11]=[C:10]([CH3:13])[N:9]=4)=[CH:4][CH:3]=3)[C:23]([CH3:26])=[CH:24][CH:25]=2)=[O:36])[CH2:14][CH2:16]1, predict the reactants needed to synthesize it. The reactants are: I[C:2]1[CH:7]=[CH:6][C:5]([C:8]2[O:12][N:11]=[C:10]([CH3:13])[N:9]=2)=[CH:4][CH:3]=1.[CH:14]1([CH2:17][NH:18][C:19](=[O:36])[C:20]2[CH:25]=[CH:24][C:23]([CH3:26])=[C:22](B3OC(C)(C)C(C)(C)O3)[CH:21]=2)[CH2:16]C1. (2) Given the product [Cl:1][C:2]1[CH:7]=[CH:6][CH:5]=[CH:4][C:3]=1[C:8]1[C:12]([C:13]([NH2:24])=[O:14])=[CH:11][N:10]([C:16]2[CH:21]=[CH:20][N:19]=[C:18]([Cl:22])[CH:17]=2)[N:9]=1, predict the reactants needed to synthesize it. The reactants are: [Cl:1][C:2]1[CH:7]=[CH:6][CH:5]=[CH:4][C:3]=1[C:8]1[C:12]([C:13](O)=[O:14])=[CH:11][N:10]([C:16]2[CH:21]=[CH:20][N:19]=[C:18]([Cl:22])[CH:17]=2)[N:9]=1.C[N:24](C(ON1N=NC2C=CC=CC1=2)=[N+](C)C)C.[B-](F)(F)(F)F.N. (3) The reactants are: [CH3:1][O:2][C:3]([C:5]1[N:6]([CH3:12])[C:7]([CH2:10]O)=[N:8][CH:9]=1)=[O:4].[ClH:13].S(Cl)([Cl:16])=O. Given the product [ClH:16].[CH3:1][O:2][C:3]([C:5]1[N:6]([CH3:12])[C:7]([CH2:10][Cl:13])=[N:8][CH:9]=1)=[O:4], predict the reactants needed to synthesize it. (4) Given the product [Cl:1][C:2]1[CH:3]=[C:4]([CH:9]([C:24]([F:26])([F:25])[F:27])/[CH:10]=[CH:11]/[C:12]2[CH:13]=[CH:14][C:15]([N:19]3[CH:23]=[N:22][CH:21]=[N:20]3)=[C:16]([CH:18]=2)[NH:17][CH3:28])[CH:5]=[C:6]([Cl:8])[CH:7]=1, predict the reactants needed to synthesize it. The reactants are: [Cl:1][C:2]1[CH:3]=[C:4]([CH:9]([C:24]([F:27])([F:26])[F:25])/[CH:10]=[CH:11]/[C:12]2[CH:13]=[CH:14][C:15]([N:19]3[CH:23]=[N:22][CH:21]=[N:20]3)=[C:16]([CH:18]=2)[NH2:17])[CH:5]=[C:6]([Cl:8])[CH:7]=1.[CH2:28](N(CC)CC)C.CI. (5) Given the product [OH:24][C@@H:10]([C@@H:9]([NH:8][C:6](=[O:7])[C:47]1[CH:51]=[C:52]([C:54](=[O:64])[NH:55][C@@H:56]([C:69]2[CH:70]=[CH:71][CH:72]=[CH:73][CH:74]=2)[CH3:57])[CH:53]=[C:45]([N:40]([CH3:39])[S:41]([CH3:44])(=[O:43])=[O:42])[CH:46]=1)[CH2:25][C:26]1[CH:31]=[CH:30][CH:29]=[CH:28][CH:27]=1)[CH2:11][NH:12][CH2:13][C:14]1[CH:15]=[C:16]([CH:21]=[CH:22][CH:23]=1)[C:17]([O:19][CH3:20])=[O:18], predict the reactants needed to synthesize it. The reactants are: C(O[C:6]([NH:8][C@@H:9]([CH2:25][C:26]1[CH:31]=[CH:30][CH:29]=[CH:28][CH:27]=1)[C@H:10]([OH:24])[CH2:11][NH:12][CH2:13][C:14]1[CH:15]=[C:16]([CH:21]=[CH:22][CH:23]=1)[C:17]([O:19][CH3:20])=[O:18])=[O:7])(C)(C)C.C(O)(C(F)(F)F)=O.[CH3:39][N:40]([C:45]1[CH:46]=[C:47]([CH:51]=[C:52]([C:54](=[O:64])[NH:55][C@@H:56](C2C=CC=CC=2)[CH3:57])[CH:53]=1)C(O)=O)[S:41]([CH3:44])(=[O:43])=[O:42].C(Cl)CCl.[CH:69]1[CH:70]=[CH:71][C:72]2N(O)N=N[C:73]=2[CH:74]=1. (6) Given the product [Si:15]([O:14][CH2:13][CH2:12][O:1][C:2]1[CH:9]=[CH:8][C:5]([CH:6]=[O:7])=[CH:4][C:3]=1[CH3:10])([C:18]([CH3:21])([CH3:20])[CH3:19])([CH3:17])[CH3:16], predict the reactants needed to synthesize it. The reactants are: [OH:1][C:2]1[CH:9]=[CH:8][C:5]([CH:6]=[O:7])=[CH:4][C:3]=1[CH3:10].Br[CH2:12][CH2:13][O:14][Si:15]([C:18]([CH3:21])([CH3:20])[CH3:19])([CH3:17])[CH3:16].